Task: Regression. Given two drug SMILES strings and cell line genomic features, predict the synergy score measuring deviation from expected non-interaction effect.. Dataset: NCI-60 drug combinations with 297,098 pairs across 59 cell lines (1) Cell line: NCI-H226. Drug 1: CNC(=O)C1=CC=CC=C1SC2=CC3=C(C=C2)C(=NN3)C=CC4=CC=CC=N4. Synergy scores: CSS=2.39, Synergy_ZIP=0.684, Synergy_Bliss=2.21, Synergy_Loewe=-3.17, Synergy_HSA=-1.98. Drug 2: C1C(C(OC1N2C=NC(=NC2=O)N)CO)O. (2) Drug 1: CC12CCC3C(C1CCC2O)C(CC4=C3C=CC(=C4)O)CCCCCCCCCS(=O)CCCC(C(F)(F)F)(F)F. Drug 2: B(C(CC(C)C)NC(=O)C(CC1=CC=CC=C1)NC(=O)C2=NC=CN=C2)(O)O. Cell line: HS 578T. Synergy scores: CSS=33.8, Synergy_ZIP=-1.80, Synergy_Bliss=-6.68, Synergy_Loewe=-46.2, Synergy_HSA=-5.33. (3) Drug 1: CN(CC1=CN=C2C(=N1)C(=NC(=N2)N)N)C3=CC=C(C=C3)C(=O)NC(CCC(=O)O)C(=O)O. Drug 2: C1C(C(OC1N2C=NC(=NC2=O)N)CO)O. Cell line: NCI-H460. Synergy scores: CSS=64.6, Synergy_ZIP=2.94, Synergy_Bliss=3.56, Synergy_Loewe=3.41, Synergy_HSA=3.80. (4) Drug 1: CC12CCC3C(C1CCC2=O)CC(=C)C4=CC(=O)C=CC34C. Drug 2: CC12CCC3C(C1CCC2OP(=O)(O)O)CCC4=C3C=CC(=C4)OC(=O)N(CCCl)CCCl.[Na+]. Synergy scores: CSS=1.94, Synergy_ZIP=-15.9, Synergy_Bliss=-31.3, Synergy_Loewe=-42.1, Synergy_HSA=-29.9. Cell line: U251.